Predict the reaction yield, written as a fraction of the theoretical maximum amount of product (1.0 means a 100% yield; for example, 0.34 means a 34% yield). From a dataset of Reaction yield outcomes from USPTO patents with 853,638 reactions. (1) The yield is 0.400. The reactants are CN(C)/[CH:3]=[CH:4]/[C:5]1[C:15]([N+:16]([O-])=O)=[CH:14][C:13]([N+:19]([O-])=O)=[CH:12][C:6]=1[C:7]([O:9][CH2:10][CH3:11])=[O:8].Cl[Sn]Cl. The product is [NH2:19][C:13]1[CH:12]=[C:6]([C:7]([O:9][CH2:10][CH3:11])=[O:8])[C:5]2[CH:4]=[CH:3][NH:16][C:15]=2[CH:14]=1. The catalyst is C(O)C. (2) The reactants are Cl[C:2]1[N:3]=[C:4]([OH:12])[C:5]2[CH:11]=[CH:10][N:9]=[CH:8][C:6]=2[N:7]=1.[CH3:13][N:14]([C:22]1[CH:27]=[CH:26][C:25]([N:28]2[CH2:33][CH2:32][O:31][CH2:30][CH2:29]2)=[CH:24][CH:23]=1)[C:15]1[CH:20]=[CH:19][C:18]([OH:21])=[CH:17][CH:16]=1. No catalyst specified. The product is [CH3:13][N:14]([C:22]1[CH:23]=[CH:24][C:25]([N:28]2[CH2:33][CH2:32][O:31][CH2:30][CH2:29]2)=[CH:26][CH:27]=1)[C:15]1[CH:20]=[CH:19][C:18]([O:21][C:2]2[N:3]=[C:4]([OH:12])[C:5]3[CH:11]=[CH:10][N:9]=[CH:8][C:6]=3[N:7]=2)=[CH:17][CH:16]=1. The yield is 0.0200. (3) The reactants are [Br:1][C:2]1[CH:7]=[CH:6][C:5]([S:8]([N:11]2[CH2:15][CH2:14][CH2:13][CH:12]2[CH2:16][OH:17])(=[O:10])=[O:9])=[CH:4][CH:3]=1.N1C=CN=C1.[C:23]([Si:27](Cl)([CH3:29])[CH3:28])([CH3:26])([CH3:25])[CH3:24]. The catalyst is C(Cl)Cl. The product is [Br:1][C:2]1[CH:3]=[CH:4][C:5]([S:8]([N:11]2[CH2:15][CH2:14][CH2:13][CH:12]2[CH2:16][O:17][Si:27]([C:23]([CH3:26])([CH3:25])[CH3:24])([CH3:29])[CH3:28])(=[O:10])=[O:9])=[CH:6][CH:7]=1. The yield is 0.990. (4) The reactants are [NH2:1][C:2]1[N:3]([CH3:24])[C:4](=[O:23])[C:5]2([C:15]3[C:10](=[CH:11][CH:12]=[C:13](Br)[CH:14]=3)[O:9][CH:8]([C:17]3[CH:22]=[CH:21][CH:20]=[CH:19][CH:18]=3)[CH2:7]2)[N:6]=1.[S:25]1[CH:29]=[CH:28][CH:27]=[C:26]1B(O)O.C([O-])([O-])=O.[Cs+].[Cs+]. The catalyst is O1CCOCC1.Cl[Pd](Cl)([P](C1C=CC=CC=1)(C1C=CC=CC=1)C1C=CC=CC=1)[P](C1C=CC=CC=1)(C1C=CC=CC=1)C1C=CC=CC=1. The product is [NH2:1][C:2]1[N:3]([CH3:24])[C:4](=[O:23])[C:5]2([C:15]3[C:10](=[CH:11][CH:12]=[C:13]([C:26]4[S:25][CH:29]=[CH:28][CH:27]=4)[CH:14]=3)[O:9][CH:8]([C:17]3[CH:22]=[CH:21][CH:20]=[CH:19][CH:18]=3)[CH2:7]2)[N:6]=1. The yield is 0.0400. (5) The reactants are [Cl:1][C:2]1[C:3](=[O:9])[NH:4][N:5]=[CH:6][C:7]=1[Cl:8].[H-].[Na+].[CH3:12][O:13][C:14](=[O:23])[CH:15](Br)[CH2:16][CH:17]1[CH2:21][CH2:20][CH2:19][CH2:18]1. The catalyst is O1CCCC1. The product is [CH3:12][O:13][C:14](=[O:23])[CH:15]([N:4]1[C:3](=[O:9])[C:2]([Cl:1])=[C:7]([Cl:8])[CH:6]=[N:5]1)[CH2:16][CH:17]1[CH2:18][CH2:19][CH2:20][CH2:21]1. The yield is 0.468. (6) The reactants are Br[C:2]1[CH:7]=[C:6]([CH2:8][N:9]2[CH2:14][CH2:13][CH2:12][C:11]3([CH2:19][CH2:18][N:17]([C:20]4[CH:29]=[N:28][C:27]5[C:22](=[CH:23][CH:24]=[CH:25][CH:26]=5)[N:21]=4)[CH2:16][CH2:15]3)[C:10]2=[O:30])[CH:5]=[CH:4][N:3]=1.[CH3:31][O-:32].[Na+]. The catalyst is CO. The product is [CH3:31][O:32][C:2]1[CH:7]=[C:6]([CH2:8][N:9]2[CH2:14][CH2:13][CH2:12][C:11]3([CH2:19][CH2:18][N:17]([C:20]4[CH:29]=[N:28][C:27]5[C:22](=[CH:23][CH:24]=[CH:25][CH:26]=5)[N:21]=4)[CH2:16][CH2:15]3)[C:10]2=[O:30])[CH:5]=[CH:4][N:3]=1. The yield is 0.680.